From a dataset of Catalyst prediction with 721,799 reactions and 888 catalyst types from USPTO. Predict which catalyst facilitates the given reaction. (1) Reactant: [NH:1]1[CH2:6][CH:5]([C:7]([O:9][CH3:10])=[O:8])[CH2:4][CH:3]([C:11]([O:13][CH3:14])=[O:12])[CH2:2]1.CCN(C(C)C)C(C)C.[C:24](Cl)([O:26][CH2:27][C:28]1[CH:33]=[CH:32][CH:31]=[CH:30][CH:29]=1)=[O:25]. Product: [N:1]1([C:24]([O:26][CH2:27][C:28]2[CH:33]=[CH:32][CH:31]=[CH:30][CH:29]=2)=[O:25])[CH2:2][CH:3]([C:11]([O:13][CH3:14])=[O:12])[CH2:4][CH:5]([C:7]([O:9][CH3:10])=[O:8])[CH2:6]1. The catalyst class is: 2. (2) Reactant: OC(C(F)(F)F)=O.[F:8][C:9]1[CH:26]=[CH:25][C:12]([CH2:13][C:14]2[C:23]3[C:18](=[CH:19][CH:20]=[CH:21][CH:22]=3)[C:17](=[O:24])[NH:16][N:15]=2)=[CH:11][C:10]=1[C:27]([N:29]1[CH2:34][CH2:33][NH:32][CH2:31][CH2:30]1)=[O:28].[O:35]=[C:36]([CH3:40])[C:37](O)=[O:38].CCN(C(C)C)C(C)C.CN(C(ON1N=NC2C=CC=NC1=2)=[N+](C)C)C.F[P-](F)(F)(F)(F)F. Product: [F:8][C:9]1[CH:26]=[CH:25][C:12]([CH2:13][C:14]2[C:23]3[C:18](=[CH:19][CH:20]=[CH:21][CH:22]=3)[C:17](=[O:24])[NH:16][N:15]=2)=[CH:11][C:10]=1[C:27]([N:29]1[CH2:34][CH2:33][N:32]([C:37](=[O:38])[C:36](=[O:35])[CH3:40])[CH2:31][CH2:30]1)=[O:28]. The catalyst class is: 3. (3) Reactant: [C:1]1([C@@H:7]2[CH2:9][C@H:8]2[NH2:10])[CH:6]=[CH:5][CH:4]=[CH:3][CH:2]=1.[CH:11]([C@H:13]1[CH2:18][CH2:17][C@H:16]([C:19]([O:21][CH3:22])=[O:20])[CH2:15][CH2:14]1)=O.C([BH3-])#N.[Na+].O. Product: [C:1]1([C@@H:7]2[CH2:9][C@H:8]2[NH:10][CH2:11][C@H:13]2[CH2:14][CH2:15][C@H:16]([C:19]([O:21][CH3:22])=[O:20])[CH2:17][CH2:18]2)[CH:6]=[CH:5][CH:4]=[CH:3][CH:2]=1. The catalyst class is: 5. (4) Reactant: [OH:1][CH2:2][C:3]1([CH2:6][O:7][C:8]2[C:13]([O:14][CH3:15])=[C:12]([O:16][CH3:17])[CH:11]=[CH:10][C:9]=2[C:18]2[CH:26]=[CH:25][CH:24]=[C:23]3[C:19]=2[CH2:20][CH2:21][C:22]3=[O:27])[CH2:5][CH2:4]1.C(N(CC)CC)C.[CH2:35]([N:42]=[C:43]=[O:44])[C:36]1[CH:41]=[CH:40][CH:39]=[CH:38][CH:37]=1.COC1C(OC)=CC=C(C2C=CC=C3C=2CCC3=O)C=1OCC1(COC(=O)NCC)CC1. Product: [CH3:15][O:14][C:13]1[C:12]([O:16][CH3:17])=[CH:11][CH:10]=[C:9]([C:18]2[CH:26]=[CH:25][CH:24]=[C:23]3[C:19]=2[CH2:20][CH2:21][C:22]3=[O:27])[C:8]=1[O:7][CH2:6][C:3]1([CH2:2][O:1][C:43](=[O:44])[NH:42][CH2:35][C:36]2[CH:41]=[CH:40][CH:39]=[CH:38][CH:37]=2)[CH2:4][CH2:5]1. The catalyst class is: 4.